The task is: Regression. Given two drug SMILES strings and cell line genomic features, predict the synergy score measuring deviation from expected non-interaction effect.. This data is from NCI-60 drug combinations with 297,098 pairs across 59 cell lines. Drug 1: CC1=CC=C(C=C1)C2=CC(=NN2C3=CC=C(C=C3)S(=O)(=O)N)C(F)(F)F. Drug 2: CN(CCCl)CCCl.Cl. Cell line: SN12C. Synergy scores: CSS=24.4, Synergy_ZIP=-0.496, Synergy_Bliss=2.45, Synergy_Loewe=-18.7, Synergy_HSA=-1.50.